Dataset: Full USPTO retrosynthesis dataset with 1.9M reactions from patents (1976-2016). Task: Predict the reactants needed to synthesize the given product. Given the product [C:14]([Si:17]([CH3:19])([CH3:18])[O:1][C:2]1[CH:12]=[CH:11][C:5]2[O:6][CH2:7][C:8](=[O:10])[NH:9][C:4]=2[CH:3]=1)([CH3:16])([CH3:15])[CH3:13], predict the reactants needed to synthesize it. The reactants are: [OH:1][C:2]1[CH:12]=[CH:11][C:5]2[O:6][CH2:7][C:8](=[O:10])[NH:9][C:4]=2[CH:3]=1.[CH3:13][C:14]([Si:17](Cl)([CH3:19])[CH3:18])([CH3:16])[CH3:15].N1C=CN=C1.